The task is: Predict the reaction yield, written as a fraction of the theoretical maximum amount of product (1.0 means a 100% yield; for example, 0.34 means a 34% yield).. This data is from Reaction yield outcomes from USPTO patents with 853,638 reactions. (1) The reactants are [CH2:1]([C:5]1[N:6]([CH2:15][C:16]2[CH:21]=[CH:20][C:19]([C:22]3[C:23]([C:28]#[N:29])=[CH:24][CH:25]=[CH:26][CH:27]=3)=[CH:18][CH:17]=2)[C:7](=[O:14])[C:8]([CH:12]=C)=[C:9]([CH3:11])[N:10]=1)[CH2:2][CH2:3][CH3:4].I([O-])(=O)(=O)=[O:31].[Na+].C(#N)C.O. The catalyst is CC(C)=O.[Os](=O)(=O)(=O)=O. The product is [CH2:1]([C:5]1[N:6]([CH2:15][C:16]2[CH:17]=[CH:18][C:19]([C:22]3[C:23]([C:28]#[N:29])=[CH:24][CH:25]=[CH:26][CH:27]=3)=[CH:20][CH:21]=2)[C:7](=[O:14])[C:8]([CH:12]=[O:31])=[C:9]([CH3:11])[N:10]=1)[CH2:2][CH2:3][CH3:4]. The yield is 0.710. (2) The reactants are [C:1]1([S:7]([NH2:10])(=[O:9])=[O:8])[CH:6]=[CH:5][CH:4]=[CH:3][CH:2]=1.[OH-].[Na+].[CH3:13][C:14]1[O:18][C:17]([CH2:19][CH2:20]O)=[CH:16][CH:15]=1.CC1C=CC(S([O-])(=O)=O)=CC=1. The catalyst is CC(C)=O. The product is [CH3:13][C:14]1[O:18][C:17]([CH2:19][CH2:20][NH:10][S:7]([C:1]2[CH:6]=[CH:5][CH:4]=[CH:3][CH:2]=2)(=[O:9])=[O:8])=[CH:16][CH:15]=1. The yield is 0.230. (3) The reactants are Cl.[C:2]([CH2:5][O:6][NH2:7])([OH:4])=[O:3].[C:2]([CH2:5][O:6][NH2:7])([OH:4])=[O:3].C(=O)(O)[O-].[Na+].Cl[C:20]([O:22][CH2:23][C:24]1[CH:29]=[CH:28][CH:27]=[CH:26][CH:25]=1)=[O:21]. The catalyst is O.O1CCCC1.C(OCC)C. The product is [CH2:23]([O:22][C:20]([NH:7][O:6][CH2:5][C:2]([OH:4])=[O:3])=[O:21])[C:24]1[CH:29]=[CH:28][CH:27]=[CH:26][CH:25]=1. The yield is 0.740.